From a dataset of Forward reaction prediction with 1.9M reactions from USPTO patents (1976-2016). Predict the product of the given reaction. (1) Given the reactants [CH3:1][C:2]([S@@:5]([NH2:7])=[O:6])([CH3:4])[CH3:3].[CH:8](=O)[CH3:9], predict the reaction product. The product is: [CH:8](=[N:7][S:5]([C:2]([CH3:4])([CH3:3])[CH3:1])=[O:6])[CH3:9]. (2) Given the reactants C[Si]([N-][Si](C)(C)C)(C)C.[Na+].[Cl:11][C:12]1[CH:17]=[CH:16][C:15]([CH2:18][CH2:19][C:20]([N:22]2[C@H:26]([CH3:27])[C@H:25]([C:28]3[CH:33]=[CH:32][CH:31]=[CH:30][CH:29]=3)[O:24][C:23]2=[O:34])=[O:21])=[CH:14][CH:13]=1.[C:35]([O:39][C:40](=[O:43])[CH2:41]Br)([CH3:38])([CH3:37])[CH3:36], predict the reaction product. The product is: [C:35]([O:39][C:40](=[O:43])[CH2:41][C@H:19]([CH2:18][C:15]1[CH:14]=[CH:13][C:12]([Cl:11])=[CH:17][CH:16]=1)[C:20]([N:22]1[C@H:26]([CH3:27])[C@H:25]([C:28]2[CH:29]=[CH:30][CH:31]=[CH:32][CH:33]=2)[O:24][C:23]1=[O:34])=[O:21])([CH3:38])([CH3:37])[CH3:36]. (3) Given the reactants [NH2:1][C@@H:2]([CH2:5][CH2:6][CH:7]([C:10]1[CH:15]=[CH:14][C:13]([Cl:16])=[CH:12][CH:11]=1)[O:8][CH3:9])[CH2:3][OH:4].[N:17]#[C:18]Br, predict the reaction product. The product is: [Cl:16][C:13]1[CH:14]=[CH:15][C:10]([CH:7]([O:8][CH3:9])[CH2:6][CH2:5][C@H:2]2[CH2:3][O:4][C:18]([NH2:17])=[N:1]2)=[CH:11][CH:12]=1. (4) Given the reactants CS[C:3]1[NH:12][C:11](=[O:13])[C:10]2[CH2:9][CH2:8][CH2:7][CH2:6][C:5]=2[N:4]=1.[N:14]1[CH:19]=[CH:18][CH:17]=[C:16]([NH:20][C:21](=[O:29])[CH2:22][N:23]2[CH2:28][CH2:27][NH:26][CH2:25][CH2:24]2)[CH:15]=1.C(N(CC)CC)C, predict the reaction product. The product is: [O:13]=[C:11]1[C:10]2[CH2:9][CH2:8][CH2:7][CH2:6][C:5]=2[N:4]=[C:3]([N:26]2[CH2:27][CH2:28][N:23]([CH2:22][C:21]([NH:20][C:16]3[CH:15]=[N:14][CH:19]=[CH:18][CH:17]=3)=[O:29])[CH2:24][CH2:25]2)[NH:12]1. (5) Given the reactants O[C:2]1[C:3](=[O:23])[N:4]([C:14]2[CH:19]=[CH:18][C:17]([N+:20]([O-:22])=[O:21])=[CH:16][CH:15]=2)[CH2:5][CH2:6][C:7]=1[C:8](=[O:13])C(F)(F)F.Cl.[CH3:25][O:26][C:27]1[CH:32]=[CH:31][C:30]([NH:33][NH2:34])=[CH:29][CH:28]=1.C(N(CC)CC)C.Cl, predict the reaction product. The product is: [OH:13][C:8]1[C:7]2[CH2:6][CH2:5][N:4]([C:14]3[CH:15]=[CH:16][C:17]([N+:20]([O-:22])=[O:21])=[CH:18][CH:19]=3)[C:3](=[O:23])[C:2]=2[N:33]([C:30]2[CH:31]=[CH:32][C:27]([O:26][CH3:25])=[CH:28][CH:29]=2)[N:34]=1. (6) Given the reactants [CH3:1][O:2][C:3]1[CH:4]=[C:5]2[C:9](=[CH:10][CH:11]=1)[NH:8][N:7]=[C:6]2[C:12]([NH:14][CH2:15][CH:16]1[CH2:21][CH2:20][N:19]([CH2:22][CH2:23][CH2:24][NH:25][C:26]([C:28]2C=CC=[CH:30][CH:29]=2)=[O:27])[CH2:18][CH2:17]1)=[O:13].C(Cl)(=O)C#CC, predict the reaction product. The product is: [C:26]([NH:25][CH2:24][CH2:23][CH2:22][N:19]1[CH2:20][CH2:21][CH:16]([CH2:15][NH:14][C:12]([C:6]2[C:5]3[C:9](=[CH:10][CH:11]=[C:3]([O:2][CH3:1])[CH:4]=3)[NH:8][N:7]=2)=[O:13])[CH2:17][CH2:18]1)(=[O:27])[C:28]#[C:29][CH3:30]. (7) Given the reactants [CH2:1]([O:8][C:9]1[C:10]([CH3:18])=[C:11]([CH:16]=[O:17])[CH:12]=[N:13][C:14]=1[CH3:15])[C:2]1[CH:7]=[CH:6][CH:5]=[CH:4][CH:3]=1.[P:19]([O-:30])([O:25][C:26]([CH3:29])([CH3:28])[CH3:27])[O:20][C:21]([CH3:24])([CH3:23])[CH3:22].C1CCN2C(=NCCC2)CC1.O, predict the reaction product. The product is: [C:26]([O:25][P:19]([CH:16]([C:11]1[CH:12]=[N:13][C:14]([CH3:15])=[C:9]([O:8][CH2:1][C:2]2[CH:3]=[CH:4][CH:5]=[CH:6][CH:7]=2)[C:10]=1[CH3:18])[OH:17])(=[O:30])[O:20][C:21]([CH3:24])([CH3:23])[CH3:22])([CH3:29])([CH3:28])[CH3:27].